Dataset: Reaction yield outcomes from USPTO patents with 853,638 reactions. Task: Predict the reaction yield, written as a fraction of the theoretical maximum amount of product (1.0 means a 100% yield; for example, 0.34 means a 34% yield). (1) The reactants are CC(C1C=C(C(C)C)C(C2C=CC=CC=2P(C2CCCCC2)C2CCCCC2)=C(C(C)C)C=1)C.C([Sn](CCCC)(CCCC)[C:40]1[CH:41]=[N:42][CH:43]=[N:44][CH:45]=1)CCC.Br[C:55]1[CH:68]=[CH:67][C:66]2[O:65][C:64]3[C:59](=[CH:60][C:61]([O:69][CH3:70])=[CH:62][CH:63]=3)[C:58](=[O:71])[C:57]=2[CH:56]=1. The catalyst is C1C=CC(/C=C/C(/C=C/C2C=CC=CC=2)=O)=CC=1.C1C=CC(/C=C/C(/C=C/C2C=CC=CC=2)=O)=CC=1.C1C=CC(/C=C/C(/C=C/C2C=CC=CC=2)=O)=CC=1.[Pd].[Pd].O1CCOCC1. The product is [CH3:70][O:69][C:61]1[CH:62]=[CH:63][C:64]2[O:65][C:66]3[C:57](=[CH:56][C:55]([C:40]4[CH:45]=[N:44][CH:43]=[N:42][CH:41]=4)=[CH:68][CH:67]=3)[C:58](=[O:71])[C:59]=2[CH:60]=1. The yield is 0.602. (2) The reactants are [CH3:1][C:2]1[C:7]([OH:8])=[C:6]([CH:9]=O)[C:5]([CH2:11][OH:12])=[CH:4][N:3]=1.Cl.[C:14]([NH:18][S:19]([C:22]1[C:23]([C:28]2[CH:33]=[CH:32][C:31]([NH2:34])=[CH:30][CH:29]=2)=[CH:24][CH:25]=[CH:26][CH:27]=1)(=[O:21])=[O:20])([CH3:17])([CH3:16])[CH3:15].O.C1(C)C=CC(S(O)(=O)=O)=CC=1.[BH4-].[Na+]. The product is [C:14]([NH:18][S:19]([C:22]1[C:23]([C:28]2[CH:33]=[CH:32][C:31]([NH:34][CH2:9][C:6]3[C:5]([CH2:11][OH:12])=[CH:4][N:3]=[C:2]([CH3:1])[C:7]=3[OH:8])=[CH:30][CH:29]=2)=[CH:24][CH:25]=[CH:26][CH:27]=1)(=[O:21])=[O:20])([CH3:17])([CH3:15])[CH3:16]. The catalyst is C1(C)C=CC=CC=1.CO. The yield is 0.240. (3) The reactants are [NH:1]1[CH:5]=[CH:4][N:3]=[CH:2]1.[H-].[Na+].Cl[CH2:9][C:10]1[CH:23]=[CH:22][C:13]([O:14][C:15]2[CH:20]=[CH:19][CH:18]=[C:17]([F:21])[N:16]=2)=[C:12]([O:24][CH3:25])[CH:11]=1. The catalyst is CN(C=O)C. The product is [F:21][C:17]1[CH:18]=[CH:19][CH:20]=[C:15]([O:14][C:13]2[CH:22]=[CH:23][C:10]([CH2:9][N:1]3[CH:5]=[CH:4][N:3]=[CH:2]3)=[CH:11][C:12]=2[O:24][CH3:25])[N:16]=1. The yield is 0.930.